Task: Predict the reaction yield, written as a fraction of the theoretical maximum amount of product (1.0 means a 100% yield; for example, 0.34 means a 34% yield).. Dataset: Reaction yield outcomes from USPTO patents with 853,638 reactions (1) The catalyst is CO. The yield is 0.720. The reactants are [CH:1]([N:4]1[C:8]([C:9]2[N:10]=[C:11]3[C:17]4[CH:18]=[CH:19][C:20]([C:22]5[N:26]([CH2:27][CH2:28][O:29]C6CCCCO6)[C:25]([CH3:36])=[N:24][CH:23]=5)=[CH:21][C:16]=4[O:15][CH2:14][CH2:13][N:12]3[CH:37]=2)=[N:7][CH:6]=[N:5]1)([CH3:3])[CH3:2].[CH:38]([N:41]1[C:45]([C:46]2[N:47]=[C:48]3[C:54]4[CH:55]=[CH:56][C:57]([C:59]5[N:60]=[C:61]([CH3:73])[N:62]([CH2:64][CH2:65][O:66]C6CCCCO6)[CH:63]=5)=[CH:58][C:53]=4[O:52][CH2:51][CH2:50][N:49]3[CH:74]=2)=[N:44][CH:43]=[N:42]1)([CH3:40])[CH3:39].Cl. The product is [CH:38]([N:41]1[C:45]([C:46]2[N:47]=[C:48]3[C:54]4[CH:55]=[CH:56][C:57]([C:59]5[N:60]=[C:61]([CH3:73])[N:62]([CH2:64][CH2:65][OH:66])[CH:63]=5)=[CH:58][C:53]=4[O:52][CH2:51][CH2:50][N:49]3[CH:74]=2)=[N:44][CH:43]=[N:42]1)([CH3:40])[CH3:39].[CH:1]([N:4]1[C:8]([C:9]2[N:10]=[C:11]3[C:17]4[CH:18]=[CH:19][C:20]([C:22]5[N:26]([CH2:27][CH2:28][OH:29])[C:25]([CH3:36])=[N:24][CH:23]=5)=[CH:21][C:16]=4[O:15][CH2:14][CH2:13][N:12]3[CH:37]=2)=[N:7][CH:6]=[N:5]1)([CH3:3])[CH3:2]. (2) The reactants are [CH3:1][O:2][C:3]1[CH:4]=[C:5]2[C:9](=[CH:10][CH:11]=1)[N:8]([CH3:12])[CH:7]=[C:6]2[C:13]1[N:24](COCC[Si](C)(C)C)[C:16]2[N:17]=[CH:18][C:19]3[N:20]([CH:21]=[N:22][CH:23]=3)[C:15]=2[CH:14]=1.C(N)CN.CCCC[N+](CCCC)(CCCC)CCCC.[F-]. The catalyst is CN(C=O)C. The product is [CH3:1][O:2][C:3]1[CH:4]=[C:5]2[C:9](=[CH:10][CH:11]=1)[N:8]([CH3:12])[CH:7]=[C:6]2[C:13]1[NH:24][C:16]2[N:17]=[CH:18][C:19]3[N:20]([CH:21]=[N:22][CH:23]=3)[C:15]=2[CH:14]=1. The yield is 0.0800. (3) The reactants are Br[C:2]1[CH:7]=[CH:6][C:5]([C:8]2[CH:13]=[CH:12][CH:11]=[CH:10][CH:9]=2)=[CH:4][CH:3]=1.[Na+].[I-:15].C(N)CN.S1(CCCC1)(=O)=O. The catalyst is [Cu]I.CCCCCC. The product is [I:15][C:2]1[CH:7]=[CH:6][C:5]([C:8]2[CH:13]=[CH:12][CH:11]=[CH:10][CH:9]=2)=[CH:4][CH:3]=1. The yield is 0.940. (4) The reactants are [C:1]([C:5]1[CH:20]=[CH:19][CH:18]=[CH:17][C:6]=1[O:7][C:8]1[N:9]=[N:10][C:11]([Cl:16])=[CH:12][C:13]=1[O:14][CH3:15])([CH3:4])([CH3:3])[CH3:2].[CH3:21][Si:22](Cl)([CH3:24])[CH3:23].[Cl-].[NH4+]. The catalyst is O1CCCC1. The product is [C:1]([C:5]1[CH:20]=[CH:19][CH:18]=[CH:17][C:6]=1[O:7][C:8]1[N:9]=[N:10][C:11]([Cl:16])=[C:12]([Si:22]([CH3:24])([CH3:23])[CH3:21])[C:13]=1[O:14][CH3:15])([CH3:4])([CH3:2])[CH3:3]. The yield is 0.959. (5) The reactants are [Cl:1][C:2]1[CH:3]=[C:4]([C:12]2[N:16]=[C:15]([C:17]3[CH:22]=[CH:21][C:20]([S:23]([NH:26][CH2:27][CH2:28][C:29]([O:31]C(C)(C)C)=[O:30])(=[O:25])=[O:24])=[CH:19][CH:18]=3)[O:14][N:13]=2)[CH:5]=[CH:6][C:7]=1[O:8][CH:9]([CH3:11])[CH3:10].C(O)(C(F)(F)F)=O. The catalyst is ClCCl. The product is [Cl:1][C:2]1[CH:3]=[C:4]([C:12]2[N:16]=[C:15]([C:17]3[CH:18]=[CH:19][C:20]([S:23]([NH:26][CH2:27][CH2:28][C:29]([OH:31])=[O:30])(=[O:25])=[O:24])=[CH:21][CH:22]=3)[O:14][N:13]=2)[CH:5]=[CH:6][C:7]=1[O:8][CH:9]([CH3:11])[CH3:10]. The yield is 0.700. (6) The reactants are [Br:1][C:2]1[CH:3]=[C:4]([CH:8]=[CH:9][C:10]=1[CH3:11])[C:5]([OH:7])=O.C(Cl)CCl.C1C=CC2N(O)N=NC=2C=1.[F:26][C:27]([F:36])([F:35])[C:28]1[CH:29]=[C:30]([CH:32]=[CH:33][CH:34]=1)[NH2:31]. The catalyst is CN(C=O)C. The product is [Br:1][C:2]1[CH:3]=[C:4]([CH:8]=[CH:9][C:10]=1[CH3:11])[C:5]([NH:31][C:30]1[CH:32]=[CH:33][CH:34]=[C:28]([C:27]([F:26])([F:35])[F:36])[CH:29]=1)=[O:7]. The yield is 0.830. (7) The reactants are [NH2:1][C:2]1[CH:9]=[CH:8][C:7]([CH:10]([CH3:12])[CH3:11])=[CH:6][C:3]=1[C:4]#[N:5].F[C:14]1[CH:19]=[CH:18][C:17]([F:20])=[CH:16][C:15]=1[N+:21]([O-:23])=[O:22].O.[OH-].[Li+]. The catalyst is CS(C)=O. The product is [F:20][C:17]1[CH:18]=[CH:19][C:14]([NH:1][C:2]2[CH:9]=[CH:8][C:7]([CH:10]([CH3:12])[CH3:11])=[CH:6][C:3]=2[C:4]#[N:5])=[C:15]([N+:21]([O-:23])=[O:22])[CH:16]=1. The yield is 0.810. (8) The product is [C:26]1([C:30]2[CH:35]=[CH:34][CH:33]=[CH:32][CH:31]=2)[CH:27]=[CH:28][CH:29]=[C:24]([S:21]([NH:20][CH:19]2[C:13]3[CH:12]=[CH:11][CH:10]=[C:9]([O:8][CH2:7][C:6]([OH:36])=[O:5])[C:14]=3[CH2:15][CH2:16][CH2:17][CH2:18]2)(=[O:22])=[O:23])[CH:25]=1. The yield is 0.840. The reactants are C([O:5][C:6](=[O:36])[CH2:7][O:8][C:9]1[C:14]2[CH2:15][CH2:16][CH2:17][CH2:18][CH:19]([NH:20][S:21]([C:24]3[CH:25]=[C:26]([C:30]4[CH:35]=[CH:34][CH:33]=[CH:32][CH:31]=4)[CH:27]=[CH:28][CH:29]=3)(=[O:23])=[O:22])[C:13]=2[CH:12]=[CH:11][CH:10]=1)(C)(C)C.O.[OH-].[Li+]. The catalyst is C1COCC1.O.CO. (9) The yield is 0.950. The catalyst is CO. The product is [CH3:4][O:5][C:6]1[C:11]([CH2:12][NH2:13])=[CH:10][CH:9]=[C:8]([O:24][CH2:25][C:26]([F:29])([F:27])[F:28])[N:7]=1. The reactants are O.NN.[CH3:4][O:5][C:6]1[C:11]([CH2:12][N:13]2C(=O)C3C(=CC=CC=3)C2=O)=[CH:10][CH:9]=[C:8]([O:24][CH2:25][C:26]([F:29])([F:28])[F:27])[N:7]=1. (10) The reactants are [C:1]1([S:7]([N:10]2[C:14]3=[N:15][CH:16]=[CH:17][CH:18]=[C:13]3[CH:12]=[C:11]2[CH:19]([C:21]2[CH:26]=[CH:25][C:24]([S:27][CH3:28])=[CH:23][CH:22]=2)[OH:20])(=[O:9])=[O:8])[CH:6]=[CH:5][CH:4]=[CH:3][CH:2]=1.CC(OI1(OC(C)=O)(OC(C)=O)OC(=O)C2C=CC=CC1=2)=O. The catalyst is ClCCl. The product is [C:1]1([S:7]([N:10]2[C:14]3=[N:15][CH:16]=[CH:17][CH:18]=[C:13]3[CH:12]=[C:11]2[C:19]([C:21]2[CH:22]=[CH:23][C:24]([S:27][CH3:28])=[CH:25][CH:26]=2)=[O:20])(=[O:9])=[O:8])[CH:2]=[CH:3][CH:4]=[CH:5][CH:6]=1. The yield is 0.970.